From a dataset of Full USPTO retrosynthesis dataset with 1.9M reactions from patents (1976-2016). Predict the reactants needed to synthesize the given product. (1) Given the product [C@H:1]1([N:13]2[CH2:18][CH2:17][CH:16]([NH:26][C:21]3[C:20]([NH2:27])=[CH:25][CH:24]=[CH:23][CH:22]=3)[CH2:15][CH2:14]2)[C:11]2=[C:12]3[C:7](=[CH:8][CH:9]=[CH:10]2)[CH:6]=[CH:5][CH:4]=[C:3]3[CH2:2]1, predict the reactants needed to synthesize it. The reactants are: [C@H:1]1([N:13]2[CH2:18][CH2:17][C:16](=O)[CH2:15][CH2:14]2)[C:11]2=[C:12]3[C:7](=[CH:8][CH:9]=[CH:10]2)[CH:6]=[CH:5][CH:4]=[C:3]3[CH2:2]1.[C:20]1([NH2:27])[CH:25]=[CH:24][CH:23]=[CH:22][C:21]=1[NH2:26].C(O[BH-](OC(=O)C)OC(=O)C)(=O)C.[Na+].C(=O)([O-])[O-].[K+].[K+]. (2) Given the product [CH:1](=[N:9][C:10]1[CH:11]=[C:12]([CH:17]=[C:18]([O:20][CH3:21])[CH:19]=1)[O:13][CH2:14][CH2:15][OH:16])[C:2]1[CH:7]=[CH:6][CH:5]=[CH:4][CH:3]=1, predict the reactants needed to synthesize it. The reactants are: [CH:1](=O)[C:2]1[CH:7]=[CH:6][CH:5]=[CH:4][CH:3]=1.[NH2:9][C:10]1[CH:11]=[C:12]([CH:17]=[C:18]([O:20][CH3:21])[CH:19]=1)[O:13][CH2:14][CH2:15][OH:16]. (3) Given the product [CH2:23]([N:22]([CH3:21])[C:18]([CH:16]1[CH2:15][C:14](=[O:13])[CH2:17]1)=[O:20])[C:24]1[CH:29]=[CH:28][CH:27]=[CH:26][CH:25]=1, predict the reactants needed to synthesize it. The reactants are: C1N=CN(C(N2C=NC=C2)=O)C=1.[O:13]=[C:14]1[CH2:17][CH:16]([C:18]([OH:20])=O)[CH2:15]1.[CH3:21][NH:22][CH2:23][C:24]1[CH:29]=[CH:28][CH:27]=[CH:26][CH:25]=1.